This data is from Full USPTO retrosynthesis dataset with 1.9M reactions from patents (1976-2016). The task is: Predict the reactants needed to synthesize the given product. Given the product [C:15]([C:6]1[C:7]([C:8]2[CH:13]=[CH:12][CH:11]=[C:10]([F:14])[CH:9]=2)=[C:2]([N:1]2[CH2:21][CH2:20][O:23][C:24]2=[O:25])[C:3]([CH3:19])=[C:4]([Cl:18])[CH:5]=1)(=[O:17])[CH3:16], predict the reactants needed to synthesize it. The reactants are: [NH2:1][C:2]1[C:7]([C:8]2[CH:13]=[CH:12][CH:11]=[C:10]([F:14])[CH:9]=2)=[C:6]([C:15](=[O:17])[CH3:16])[CH:5]=[C:4]([Cl:18])[C:3]=1[CH3:19].[CH2:20]([O:23][C:24](Cl)=[O:25])[CH2:21]Cl.CC(C)([O-])C.[K+].